This data is from Reaction yield outcomes from USPTO patents with 853,638 reactions. The task is: Predict the reaction yield, written as a fraction of the theoretical maximum amount of product (1.0 means a 100% yield; for example, 0.34 means a 34% yield). The reactants are [C:1]([C:5]1[CH:14]=[CH:13][C:12]([NH2:15])=[CH:11][C:6]=1[C:7](OC)=[O:8])([CH3:4])([CH3:3])[CH3:2].[H-].[H-].[H-].[H-].[Li+].[Al+3]. The catalyst is C1COCC1.O. The product is [C:1]([C:5]1[CH:14]=[CH:13][C:12]([NH2:15])=[CH:11][C:6]=1[CH2:7][OH:8])([CH3:4])([CH3:2])[CH3:3]. The yield is 0.200.